From a dataset of NCI-60 drug combinations with 297,098 pairs across 59 cell lines. Regression. Given two drug SMILES strings and cell line genomic features, predict the synergy score measuring deviation from expected non-interaction effect. (1) Drug 1: C1CCN(CC1)CCOC2=CC=C(C=C2)C(=O)C3=C(SC4=C3C=CC(=C4)O)C5=CC=C(C=C5)O. Drug 2: CCC1(C2=C(COC1=O)C(=O)N3CC4=CC5=C(C=CC(=C5CN(C)C)O)N=C4C3=C2)O.Cl. Cell line: EKVX. Synergy scores: CSS=-1.12, Synergy_ZIP=-0.126, Synergy_Bliss=-2.91, Synergy_Loewe=-1.93, Synergy_HSA=-3.49. (2) Drug 1: C1CN(CCN1C(=O)CCBr)C(=O)CCBr. Drug 2: COCCOC1=C(C=C2C(=C1)C(=NC=N2)NC3=CC=CC(=C3)C#C)OCCOC.Cl. Cell line: KM12. Synergy scores: CSS=25.8, Synergy_ZIP=-6.67, Synergy_Bliss=-6.50, Synergy_Loewe=-7.82, Synergy_HSA=-6.57. (3) Drug 1: CN(C)N=NC1=C(NC=N1)C(=O)N. Drug 2: C1=NC2=C(N1)C(=S)N=C(N2)N. Cell line: M14. Synergy scores: CSS=26.7, Synergy_ZIP=3.32, Synergy_Bliss=3.58, Synergy_Loewe=-18.9, Synergy_HSA=0.397. (4) Drug 1: CCN(CC)CCCC(C)NC1=C2C=C(C=CC2=NC3=C1C=CC(=C3)Cl)OC. Drug 2: C1C(C(OC1N2C=NC(=NC2=O)N)CO)O. Cell line: UACC-257. Synergy scores: CSS=7.53, Synergy_ZIP=-2.52, Synergy_Bliss=-2.79, Synergy_Loewe=-4.86, Synergy_HSA=-5.24. (5) Drug 1: C1CCC(C1)C(CC#N)N2C=C(C=N2)C3=C4C=CNC4=NC=N3. Drug 2: CCN(CC)CCCC(C)NC1=C2C=C(C=CC2=NC3=C1C=CC(=C3)Cl)OC. Cell line: HOP-92. Synergy scores: CSS=39.7, Synergy_ZIP=-0.808, Synergy_Bliss=-0.225, Synergy_Loewe=-14.8, Synergy_HSA=1.64. (6) Drug 1: C1=NC2=C(N1)C(=S)N=CN2. Drug 2: COC1=NC(=NC2=C1N=CN2C3C(C(C(O3)CO)O)O)N. Cell line: 786-0. Synergy scores: CSS=23.7, Synergy_ZIP=1.32, Synergy_Bliss=1.68, Synergy_Loewe=-36.0, Synergy_HSA=6.04. (7) Drug 1: C1=CC(=CC=C1CCC2=CNC3=C2C(=O)NC(=N3)N)C(=O)NC(CCC(=O)O)C(=O)O. Drug 2: CCC1(C2=C(COC1=O)C(=O)N3CC4=CC5=C(C=CC(=C5CN(C)C)O)N=C4C3=C2)O.Cl. Cell line: NCIH23. Synergy scores: CSS=19.3, Synergy_ZIP=-3.10, Synergy_Bliss=1.38, Synergy_Loewe=-6.49, Synergy_HSA=2.22.